Task: Predict the product of the given reaction.. Dataset: Forward reaction prediction with 1.9M reactions from USPTO patents (1976-2016) (1) Given the reactants [CH3:1][C:2]1[N:7]=[C:6]([NH2:8])[CH:5]=[CH:4][N:3]=1.Br[C:10]1[C:11](=[O:18])[N:12]([CH3:17])[N:13]=[C:14]([Cl:16])[CH:15]=1.CC1(C)C2C(=C(P(C3C=CC=CC=3)C3C=CC=CC=3)C=CC=2)OC2C(P(C3C=CC=CC=3)C3C=CC=CC=3)=CC=CC1=2.C([O-])([O-])=O.[Cs+].[Cs+], predict the reaction product. The product is: [Cl:16][C:14]1[CH:15]=[C:10]([NH:8][C:6]2[CH:5]=[CH:4][N:3]=[C:2]([CH3:1])[N:7]=2)[C:11](=[O:18])[N:12]([CH3:17])[N:13]=1. (2) Given the reactants [Br:1][C:2]1[N:7]=[C:6](F)[C:5]([O:9][CH3:10])=[CH:4][CH:3]=1.Br.Br.[NH:13]1[CH2:19][CH:18]([OH:20])[CH2:17][NH:16][CH2:15][CH2:14]1.CCN(C(C)C)C(C)C, predict the reaction product. The product is: [Br:1][C:2]1[N:7]=[C:6]([N:13]2[CH2:19][CH:18]([OH:20])[CH2:17][NH:16][CH2:15][CH2:14]2)[C:5]([O:9][CH3:10])=[CH:4][CH:3]=1. (3) Given the reactants Br[C:2]1[N:6]=[C:5]([C:7]2[CH:12]=[CH:11][CH:10]=[CH:9][CH:8]=2)[N:4]([CH2:13][C:14]([N:16]2[CH2:21][CH2:20][N:19]([C:22]3[N:27]=[CH:26][CH:25]=[CH:24][N:23]=3)[CH2:18][CH2:17]2)=[O:15])[N:3]=1.C(OC([O-])=O)([O-])=O.[Na+].[Na+].[F:37][C:38]1[CH:43]=[CH:42][C:41](B(O)O)=[CH:40][C:39]=1[CH3:47], predict the reaction product. The product is: [F:37][C:38]1[CH:43]=[CH:42][C:41]([C:2]2[N:6]=[C:5]([C:7]3[CH:12]=[CH:11][CH:10]=[CH:9][CH:8]=3)[N:4]([CH2:13][C:14]([N:16]3[CH2:21][CH2:20][N:19]([C:22]4[N:27]=[CH:26][CH:25]=[CH:24][N:23]=4)[CH2:18][CH2:17]3)=[O:15])[N:3]=2)=[CH:40][C:39]=1[CH3:47].